This data is from Full USPTO retrosynthesis dataset with 1.9M reactions from patents (1976-2016). The task is: Predict the reactants needed to synthesize the given product. (1) Given the product [CH2:1]([N:8]1[CH:12]=[C:11]([C:13]2[S:21][C:20]3[C:19](=[O:22])[NH:18][C:17]([CH:23]4[CH2:27][CH2:26][CH2:25][N:24]4[CH2:28][CH2:29][OH:30])=[N:16][C:15]=3[CH:14]=2)[C:10]([CH3:34])=[N:9]1)[C:2]1[CH:7]=[CH:6][CH:5]=[CH:4][CH:3]=1, predict the reactants needed to synthesize it. The reactants are: [CH2:1]([N:8]1[CH:12]=[C:11]([C:13]2[S:21][C:20]3[C:19](=[O:22])[NH:18][C:17]([CH:23]4[CH2:27][CH2:26][CH2:25][N:24]4[CH2:28][C:29](OCC)=[O:30])=[N:16][C:15]=3[CH:14]=2)[C:10]([CH3:34])=[N:9]1)[C:2]1[CH:7]=[CH:6][CH:5]=[CH:4][CH:3]=1.[BH4-].[Na+].Cl.[OH-].[Na+]. (2) Given the product [CH3:21][Si:22]([C:2]#[C:1][C:3]1[N:4]=[C:5]([CH:8]2[CH2:13][CH2:12][N:11]([C:14]([O:16][C:17]([CH3:20])([CH3:19])[CH3:18])=[O:15])[CH2:10][CH2:9]2)[S:6][CH:7]=1)([CH3:29])[CH3:28], predict the reactants needed to synthesize it. The reactants are: [C:1]([C:3]1[N:4]=[C:5]([CH:8]2[CH2:13][CH2:12][N:11]([C:14]([O:16][C:17]([CH3:20])([CH3:19])[CH3:18])=[O:15])[CH2:10][CH2:9]2)[S:6][CH:7]=1)#[CH:2].[CH3:21][Si:22]([CH3:29])([CH3:28])N[Si:22]([CH3:29])([CH3:28])[CH3:21].[Li].C[Si](Cl)(C)C. (3) Given the product [F:1][C:2]([F:18])([F:17])[C:3]1[CH:8]=[C:7]([C:9]([F:12])([F:11])[F:10])[CH:6]=[CH:5][C:4]=1[CH2:13][CH2:14][CH2:15][N:37]1[CH:36]=[C:35]2[N:40]=[C:32]([C:26]3[CH:27]=[CH:28][CH:29]=[C:30]([F:31])[C:25]=3[F:24])[N:33]=[C:34]2[CH:39]=[N:38]1, predict the reactants needed to synthesize it. The reactants are: [F:1][C:2]([F:18])([F:17])[C:3]1[CH:8]=[C:7]([C:9]([F:12])([F:11])[F:10])[CH:6]=[CH:5][C:4]=1[CH2:13][CH2:14][CH2:15]O.S([O-])(=O)(=O)C.[F:24][C:25]1[C:30]([F:31])=[CH:29][CH:28]=[CH:27][C:26]=1[C:32]1[N:40]=[C:35]2[CH:36]=[N:37][NH:38][CH:39]=[C:34]2[N:33]=1. (4) Given the product [CH3:1][C:2]1[N:7]=[C:6]([C:8]([N:10]2[CH:14]3[CH2:15][CH2:16][CH:11]2[CH:12]([CH2:17][O:18][C:19]2[CH:24]=[CH:23][CH:22]=[CH:21][N:20]=2)[CH2:13]3)=[O:9])[C:5]([N:25]2[CH2:30][CH2:29][NH:28][CH2:27][CH2:26]2)=[CH:4][CH:3]=1, predict the reactants needed to synthesize it. The reactants are: [CH3:1][C:2]1[N:7]=[C:6]([C:8]([N:10]2[CH:14]3[CH2:15][CH2:16][CH:11]2[CH:12]([CH2:17][O:18][C:19]2[CH:24]=[CH:23][CH:22]=[CH:21][N:20]=2)[CH2:13]3)=[O:9])[C:5]([N:25]2[CH2:30][CH2:29][N:28](C(OC(C)(C)C)=O)[CH2:27][CH2:26]2)=[CH:4][CH:3]=1.Cl. (5) Given the product [CH3:1][C:2]1([CH3:4])[O:16][C:14](=[O:15])/[C:12](=[CH:10]/[C:9]([OH:18])=[O:17])/[O:3]1, predict the reactants needed to synthesize it. The reactants are: [CH2-:1][C:2]([CH3:4])=[O:3].[CH2-]C(C)=O.[C:9]([OH:18])(=[O:17])[CH:10]([CH:12]([C:14]([OH:16])=[O:15])O)O.CC(C)([O-])C.[K+].Cl.O1CCOCC1.